Predict the reactants needed to synthesize the given product. From a dataset of Full USPTO retrosynthesis dataset with 1.9M reactions from patents (1976-2016). (1) Given the product [F:1][C:2]1[CH:7]=[CH:6][C:5]([O:8][C:14]2[N:15]([C:25]3[CH:26]=[CH:27][C:28]([O:31][CH2:32][C:33]([F:39])([F:38])[C:34]([F:35])([F:37])[F:36])=[CH:29][CH:30]=3)[C:16](=[O:24])[C:17]3[CH2:22][C:21](=[O:23])[NH:20][C:18]=3[N:19]=2)=[CH:4][CH:3]=1, predict the reactants needed to synthesize it. The reactants are: [F:1][C:2]1[CH:7]=[CH:6][C:5]([OH:8])=[CH:4][CH:3]=1.[H-].[Na+].CS([C:14]1[N:15]([C:25]2[CH:30]=[CH:29][C:28]([O:31][CH2:32][C:33]([F:39])([F:38])[C:34]([F:37])([F:36])[F:35])=[CH:27][CH:26]=2)[C:16](=[O:24])[C:17]2[CH2:22][C:21](=[O:23])[NH:20][C:18]=2[N:19]=1)=O.C(O)(=O)CC(CC(O)=O)(C(O)=O)O. (2) Given the product [CH3:9][N:8]1[C:36]([C:37]2[CH:38]=[CH:39][N:40]=[CH:35][N:34]=2)=[N:1][C:2]2[C:7]1=[N:6][CH:5]=[N:4][C:3]=2[N:10]1[CH2:11][CH2:12][CH:13]([N:16]2[C:20]3[CH:21]=[CH:22][CH:23]=[CH:24][C:19]=3[NH:18][C:17]2=[O:25])[CH2:14][CH2:15]1, predict the reactants needed to synthesize it. The reactants are: [NH2:1][C:2]1[C:3]([N:10]2[CH2:15][CH2:14][CH:13]([N:16]3[C:20]4[CH:21]=[CH:22][CH:23]=[CH:24][C:19]=4[NH:18][C:17]3=[O:25])[CH2:12][CH2:11]2)=[N:4][CH:5]=[N:6][C:7]=1[NH:8][CH3:9].CN(C(O[N:34]1N=N[C:36]2[CH:37]=[CH:38][CH:39]=[N:40][C:35]1=2)=[N+](C)C)C.F[P-](F)(F)(F)(F)F.N1C=CC(C(O)=O)=NC=1. (3) Given the product [N+:16]([C:12]1[CH:13]=[N:5][C:4]2[C:3]([C:2]=1[OH:11])=[CH:9][CH:8]=[CH:7][CH:6]=2)([O-:18])=[O:17], predict the reactants needed to synthesize it. The reactants are: Cl.[C:2]([OH:11])(=O)[C:3]1[C:4](=[CH:6][CH:7]=[CH:8][CH:9]=1)[NH2:5].[CH2:12]([N+:16]([O-:18])=[O:17])/[CH:13]=N\O.C([O-])(=O)C.[K+]. (4) Given the product [CH3:10][O:11][C:12]1[CH:13]=[C:14]([C:18]2[CH:19]=[CH:20][C:21]([C:24]([C:29]3[N:30]=[CH:31][C:32]([C:35]4[O:9][N:8]=[C:2]([C:3]([O:5][CH2:6][CH3:7])=[O:4])[CH:36]=4)=[CH:33][CH:34]=3)([CH3:28])[CH:25]([CH3:26])[CH3:27])=[CH:22][CH:23]=2)[CH:15]=[N:16][CH:17]=1, predict the reactants needed to synthesize it. The reactants are: Cl[C:2](=[N:8][OH:9])[C:3]([O:5][CH2:6][CH3:7])=[O:4].[CH3:10][O:11][C:12]1[CH:13]=[C:14]([C:18]2[CH:23]=[CH:22][C:21]([C:24]([C:29]3[CH:34]=[CH:33][C:32]([C:35](OC)=[CH2:36])=[CH:31][N:30]=3)([CH3:28])[CH:25]([CH3:27])[CH3:26])=[CH:20][CH:19]=2)[CH:15]=[N:16][CH:17]=1.C(N(CC)CC)C.C(O)(C(F)(F)F)=O.C(=O)(O)[O-].[Na+]. (5) Given the product [ClH:30].[NH2:7][C:8]1[C:9]([C:13]2[CH:14]=[CH:15][C:16]([O:19][CH2:20][C:21]([C:22]3[CH:27]=[CH:26][CH:25]=[CH:24][CH:23]=3)=[O:28])=[CH:17][CH:18]=2)=[N:10][O:11][CH:12]=1, predict the reactants needed to synthesize it. The reactants are: C(OC(=O)[NH:7][C:8]1[C:9]([C:13]2[CH:18]=[CH:17][C:16]([O:19][CH2:20][C:21](=[O:28])[C:22]3[CH:27]=[CH:26][CH:25]=[CH:24][CH:23]=3)=[CH:15][CH:14]=2)=[N:10][O:11][CH:12]=1)(C)(C)C.[ClH:30].